This data is from Full USPTO retrosynthesis dataset with 1.9M reactions from patents (1976-2016). The task is: Predict the reactants needed to synthesize the given product. (1) Given the product [OH:1][C@@H:2]1[CH2:6][CH2:5][N:4]([C:7]([O:9][C:10]([CH3:13])([CH3:12])[CH3:11])=[O:8])[CH2:3]1, predict the reactants needed to synthesize it. The reactants are: [OH:1][C@@H:2]1[CH2:6][CH2:5][NH:4][CH2:3]1.[C:7](O[C:7]([O:9][C:10]([CH3:13])([CH3:12])[CH3:11])=[O:8])([O:9][C:10]([CH3:13])([CH3:12])[CH3:11])=[O:8]. (2) Given the product [Cl:26][C:23]1[CH:24]=[CH:25][C:20]([O:19][C:17]([N:13]2[CH:14]=[CH:15][C:11]([C:9](=[O:10])[NH:8][C:3]3[CH:4]=[CH:5][CH:6]=[CH:7][C:2]=3[Cl:1])=[N:12]2)=[O:18])=[CH:21][CH:22]=1, predict the reactants needed to synthesize it. The reactants are: [Cl:1][C:2]1[CH:7]=[CH:6][CH:5]=[CH:4][C:3]=1[NH:8][C:9]([C:11]1[CH:15]=[CH:14][NH:13][N:12]=1)=[O:10].Cl[C:17]([O:19][C:20]1[CH:25]=[CH:24][C:23]([Cl:26])=[CH:22][CH:21]=1)=[O:18]. (3) Given the product [CH3:1][O:2][C:3](=[O:15])[CH2:4][C:5]1[CH:6]=[C:7]2[C:12](=[CH:13][CH:14]=1)[N:11]([OH:18])[CH2:10][CH:9]=[CH:8]2, predict the reactants needed to synthesize it. The reactants are: [CH3:1][O:2][C:3](=[O:15])[CH2:4][C:5]1[CH:6]=[C:7]2[C:12](=[CH:13][CH:14]=1)[N:11]=[CH:10][CH:9]=[CH:8]2.O.C(=O)([O-])[O-:18].[K+].[K+]. (4) Given the product [Br:1][C:2]1[CH:7]=[CH:6][C:5]([O:8][CH3:9])=[CH:4][C:3]=1[CH2:10][Br:23], predict the reactants needed to synthesize it. The reactants are: [Br:1][C:2]1[CH:7]=[CH:6][C:5]([O:8][CH3:9])=[CH:4][C:3]=1[CH3:10].C(Cl)(Cl)(Cl)Cl.C1C(=O)N([Br:23])C(=O)C1. (5) Given the product [Cl:9][CH2:10][CH2:11][O:12][C:13]1[C:22]([O:23][CH3:24])=[CH:21][C:20]2[CH:19]=[C:18]3[C:17](=[CH:16][C:15]=2[CH:14]=1)[NH:30][CH:31]=[C:7]([C:6]#[N:8])[C:25]3=[O:27], predict the reactants needed to synthesize it. The reactants are: C([Li])CCC.[C:6](#[N:8])[CH3:7].[Cl:9][CH2:10][CH2:11][O:12][C:13]1[CH:14]=[C:15]2[C:20](=[CH:21][C:22]=1[O:23][CH3:24])[CH:19]=[C:18]([C:25]([O:27]CC)=O)[C:17](/[N:30]=[CH:31]/N(C)C)=[CH:16]2.ClCCOC1C=C2C(C=C(/N=C/N(C)C)C(C(OCC)=O)=C2)=CC=1OC. (6) Given the product [CH3:28][C:18]1[CH:23]=[CH:22][C:21]([S:24]([O:10][CH2:9][CH2:8][CH2:7][CH2:6][CH:2]2[O:3][CH2:4][CH2:5][O:1]2)(=[O:26])=[O:25])=[CH:20][CH:19]=1, predict the reactants needed to synthesize it. The reactants are: [O:1]1[CH2:5][CH2:4][O:3][CH:2]1[CH2:6][CH2:7][CH2:8][CH2:9][OH:10].C(N(CC)CC)C.[C:18]1([CH3:28])[CH:23]=[CH:22][C:21]([S:24](Cl)(=[O:26])=[O:25])=[CH:20][CH:19]=1. (7) Given the product [Cl:45][C:46]1[CH:51]=[CH:50][C:49]([NH:52][C:6](=[O:5])[N:7]([CH2:9][C:10]([NH:11][C:12]2[CH:17]=[CH:16][C:15]([C:18]3[CH:23]=[CH:22][CH:21]=[CH:20][C:19]=3[S:24]([CH3:27])(=[O:25])=[O:26])=[CH:14][C:13]=2[F:28])=[O:29])[CH3:8])=[CH:48][CH:47]=1, predict the reactants needed to synthesize it. The reactants are: C([O:5][C:6](=O)[N:7]([CH2:9][C:10](=[O:29])[NH:11][C:12]1[CH:17]=[CH:16][C:15]([C:18]2[CH:23]=[CH:22][CH:21]=[CH:20][C:19]=2[S:24]([CH3:27])(=[O:26])=[O:25])=[CH:14][C:13]=1[F:28])[CH3:8])(C)(C)C.C(O)(C(F)(F)F)=O.C(N(CC)CC)C.[Cl:45][C:46]1[CH:51]=[CH:50][C:49]([N:52]=C=O)=[CH:48][CH:47]=1. (8) Given the product [CH2:9]1[C:10]2[C:6](=[CH:5][C:4]([CH:1]([NH:23][CH2:22][CH2:21][O:20][C:18]3[CH:17]=[CH:16][CH:15]=[C:14]([CH3:13])[N:19]=3)[CH3:2])=[CH:12][CH:11]=2)[CH2:7][CH2:8]1, predict the reactants needed to synthesize it. The reactants are: [C:1]([C:4]1[CH:5]=[C:6]2[C:10](=[CH:11][CH:12]=1)[CH2:9][CH2:8][CH2:7]2)(=O)[CH3:2].[CH3:13][C:14]1[N:19]=[C:18]([O:20][CH2:21][CH2:22][NH2:23])[CH:17]=[CH:16][CH:15]=1. (9) Given the product [C:28]([O:31][C:32]1[C:11]2[N:10]=[C:9]([C:24]([CH3:26])([CH3:27])[CH3:25])[N:8]([CH2:1][C:2]3[CH:7]=[CH:6][CH:5]=[CH:4][CH:3]=3)[C:12]=2[CH:13]=[C:14]([C:19]([O:21][CH2:22][CH3:23])=[O:20])[CH:15]=1)(=[O:30])[CH3:29], predict the reactants needed to synthesize it. The reactants are: [CH2:1]([N:8]1[C:12](/[CH:13]=[C:14](/[C:19]([O:21][CH2:22][CH3:23])=[O:20])\[CH2:15]C(O)=O)=[CH:11][N:10]=[C:9]1[C:24]([CH3:27])([CH3:26])[CH3:25])[C:2]1[CH:7]=[CH:6][CH:5]=[CH:4][CH:3]=1.[C:28]([O:31][C:32](=O)C)(=[O:30])[CH3:29].